From a dataset of Catalyst prediction with 721,799 reactions and 888 catalyst types from USPTO. Predict which catalyst facilitates the given reaction. The catalyst class is: 20. Reactant: [H-].[Al+3].[Li+].[H-].[H-].[H-].[NH2:7][C:8]1[C:16]([Cl:17])=[CH:15][CH:14]=[CH:13][C:9]=1[C:10](O)=[O:11].[OH-].[Na+]. Product: [NH2:7][C:8]1[C:16]([Cl:17])=[CH:15][CH:14]=[CH:13][C:9]=1[CH2:10][OH:11].